From a dataset of Full USPTO retrosynthesis dataset with 1.9M reactions from patents (1976-2016). Predict the reactants needed to synthesize the given product. (1) The reactants are: [C:1]([C:5]1[CH:10]=[CH:9][CH:8]=[C:7]([C:11]([CH3:14])([CH3:13])[CH3:12])[C:6]=1O)([CH3:4])([CH3:3])[CH3:2].C1([OH:22])C=CC=CC=1. Given the product [C:1]([C:5]1[CH:6]=[C:7]([C:11]([CH3:14])([CH3:13])[CH3:12])[CH:8]=[CH:9][C:10]=1[OH:22])([CH3:4])([CH3:3])[CH3:2], predict the reactants needed to synthesize it. (2) Given the product [Br:7][C:8]1[CH:9]=[C:10]([Cl:15])[C:11]([O:4][CH:2]([CH3:3])[CH3:1])=[N:12][CH:13]=1, predict the reactants needed to synthesize it. The reactants are: [CH3:1][C:2](C)([O-:4])[CH3:3].[K+].[Br:7][C:8]1[CH:9]=[C:10]([Cl:15])[C:11](Cl)=[N:12][CH:13]=1.